Dataset: Forward reaction prediction with 1.9M reactions from USPTO patents (1976-2016). Task: Predict the product of the given reaction. (1) Given the reactants [CH2:1]([O:8][C:9]([N:11]1[CH2:17][CH2:16][CH2:15][CH:14]([NH:18][C:19](=[O:41])[CH:20]([NH:32][C:33]([N:35]2[CH2:40][CH2:39][O:38][CH2:37][CH2:36]2)=[O:34])[CH2:21][S:22]([CH2:25][C:26]2[CH:31]=[CH:30][CH:29]=[CH:28][CH:27]=2)(=[O:24])=[O:23])[CH:13]([OH:42])[CH2:12]1)=[O:10])[C:2]1[CH:7]=[CH:6][CH:5]=[CH:4][CH:3]=1.C(N(CC)CC)C, predict the reaction product. The product is: [CH2:1]([O:8][C:9]([N:11]1[CH2:17][CH2:16][CH2:15][CH:14]([NH:18][C:19](=[O:41])[CH:20]([NH:32][C:33]([N:35]2[CH2:40][CH2:39][O:38][CH2:37][CH2:36]2)=[O:34])[CH2:21][S:22]([CH2:25][C:26]2[CH:27]=[CH:28][CH:29]=[CH:30][CH:31]=2)(=[O:24])=[O:23])[C:13](=[O:42])[CH2:12]1)=[O:10])[C:2]1[CH:3]=[CH:4][CH:5]=[CH:6][CH:7]=1. (2) Given the reactants Br[CH2:2][C:3](=O)[C:4]([O:6][CH2:7][CH3:8])=[O:5].[NH2:10][C:11]1[CH:16]=[N:15][CH:14]=[CH:13][N:12]=1, predict the reaction product. The product is: [N:10]1[C:3]([C:4]([O:6][CH2:7][CH3:8])=[O:5])=[CH:2][N:12]2[CH:13]=[CH:14][N:15]=[CH:16][C:11]=12. (3) Given the reactants [CH3:1][N:2]([CH3:19])[C:3]1[CH:18]=[CH:17][C:6]([C:7]([NH:9][C:10]2[CH:16]=[CH:15][C:13]([NH2:14])=[CH:12][CH:11]=2)=[O:8])=[CH:5][CH:4]=1.[CH3:20][N:21]([CH3:40])[C:22]1[CH:27]=[CH:26][C:25]([C:28]2[NH:29][C:30]3[CH:36]=[C:35]([C:37]([O-])=[O:38])[CH:34]=[CH:33][C:31]=3[N:32]=2)=[CH:24][CH:23]=1, predict the reaction product. The product is: [CH3:1][N:2]([CH3:19])[C:3]1[CH:4]=[CH:5][C:6]([C:7]([NH:9][C:10]2[CH:16]=[CH:15][C:13]([NH:14][C:37]([C:35]3[CH:34]=[CH:33][C:31]4[NH:32][C:28]([C:25]5[CH:24]=[CH:23][C:22]([N:21]([CH3:40])[CH3:20])=[CH:27][CH:26]=5)=[N:29][C:30]=4[CH:36]=3)=[O:38])=[CH:12][CH:11]=2)=[O:8])=[CH:17][CH:18]=1. (4) Given the reactants [Br:1][C:2]1[CH:3]=[CH:4][C:5]([OH:13])=[C:6]([CH:12]=1)[C:7]([O:9][CH2:10][CH3:11])=[O:8].C(=O)([O-])[O-].[Cs+].[Cs+].I[CH2:21][CH3:22], predict the reaction product. The product is: [Br:1][C:2]1[CH:3]=[CH:4][C:5]([O:13][CH2:21][CH3:22])=[C:6]([CH:12]=1)[C:7]([O:9][CH2:10][CH3:11])=[O:8]. (5) Given the reactants I[C:2]1[CH:3]=[C:4]([CH:13]=[CH:14][CH:15]=1)[O:5][C:6]([CH3:12])([CH3:11])[C:7]([O:9][CH3:10])=[O:8].[CH2:16]([O:23][C:24]1[CH:25]=[C:26](B(O)O)[CH:27]=[CH:28][CH:29]=1)[C:17]1[CH:22]=[CH:21][CH:20]=[CH:19][CH:18]=1.C(=O)([O-])[O-].[Na+].[Na+].O, predict the reaction product. The product is: [CH2:16]([O:23][C:24]1[CH:29]=[C:28]([C:2]2[CH:15]=[CH:14][CH:13]=[C:4]([O:5][C:6]([CH3:12])([CH3:11])[C:7]([O:9][CH3:10])=[O:8])[CH:3]=2)[CH:27]=[CH:26][CH:25]=1)[C:17]1[CH:22]=[CH:21][CH:20]=[CH:19][CH:18]=1. (6) Given the reactants C([O:8][C@H:9]1[C@H:15]([O:16]CC2C=CC=CC=2)[C@@H:14]([O:24]CC2C=CC=CC=2)[C@:13]2([C:33]3[CH:38]=[CH:37][C:36]([Cl:39])=[C:35]([CH2:40][C:41]4[CH:46]=[CH:45][C:44]([O:47][CH2:48][CH3:49])=[C:43]([F:50])[C:42]=4[F:51])[CH:34]=3)[O:32][C@@:10]1([CH2:52][OH:53])[CH2:11][O:12]2)C1C=CC=CC=1.ClC1C=CC=CC=1Cl, predict the reaction product. The product is: [Cl:39][C:36]1[CH:37]=[CH:38][C:33]([C@@:13]23[O:32][C@@:10]([CH2:52][OH:53])([CH2:11][O:12]2)[C@@H:9]([OH:8])[C@H:15]([OH:16])[C@H:14]3[OH:24])=[CH:34][C:35]=1[CH2:40][C:41]1[CH:46]=[CH:45][C:44]([O:47][CH2:48][CH3:49])=[C:43]([F:50])[C:42]=1[F:51].